This data is from Peptide-MHC class II binding affinity with 134,281 pairs from IEDB. The task is: Regression. Given a peptide amino acid sequence and an MHC pseudo amino acid sequence, predict their binding affinity value. This is MHC class II binding data. (1) The peptide sequence is GTVANGVLQTFMRMA. The MHC is DRB1_0802 with pseudo-sequence DRB1_0802. The binding affinity (normalized) is 0.474. (2) The peptide sequence is EKKYFAATPFEPLAA. The MHC is DRB1_1001 with pseudo-sequence DRB1_1001. The binding affinity (normalized) is 0.846. (3) The peptide sequence is YLKFLANVSTVLTGK. The MHC is DRB1_1001 with pseudo-sequence DRB1_1001. The binding affinity (normalized) is 0.808. (4) The peptide sequence is MKNLVWNDELAYVAQ. The MHC is DRB3_0202 with pseudo-sequence DRB3_0202. The binding affinity (normalized) is 0.547. (5) The peptide sequence is MTKGEGGVWTF. The MHC is DRB1_1101 with pseudo-sequence DRB1_1101. The binding affinity (normalized) is 0. (6) The peptide sequence is LLIDVVTYLVALIPE. The MHC is HLA-DPA10103-DPB10301 with pseudo-sequence HLA-DPA10103-DPB10301. The binding affinity (normalized) is 0.0618.